From a dataset of NCI-60 drug combinations with 297,098 pairs across 59 cell lines. Regression. Given two drug SMILES strings and cell line genomic features, predict the synergy score measuring deviation from expected non-interaction effect. (1) Drug 1: C1=CC(=C2C(=C1NCCNCCO)C(=O)C3=C(C=CC(=C3C2=O)O)O)NCCNCCO. Synergy scores: CSS=58.1, Synergy_ZIP=-1.92, Synergy_Bliss=-3.04, Synergy_Loewe=-4.54, Synergy_HSA=-1.18. Cell line: SR. Drug 2: CC12CCC3C(C1CCC2OP(=O)(O)O)CCC4=C3C=CC(=C4)OC(=O)N(CCCl)CCCl.[Na+]. (2) Drug 1: COC1=NC(=NC2=C1N=CN2C3C(C(C(O3)CO)O)O)N. Drug 2: C1=CC=C(C=C1)NC(=O)CCCCCCC(=O)NO. Cell line: SF-268. Synergy scores: CSS=-6.56, Synergy_ZIP=-0.322, Synergy_Bliss=-3.72, Synergy_Loewe=-25.5, Synergy_HSA=-15.4. (3) Drug 1: CC1=C(N=C(N=C1N)C(CC(=O)N)NCC(C(=O)N)N)C(=O)NC(C(C2=CN=CN2)OC3C(C(C(C(O3)CO)O)O)OC4C(C(C(C(O4)CO)O)OC(=O)N)O)C(=O)NC(C)C(C(C)C(=O)NC(C(C)O)C(=O)NCCC5=NC(=CS5)C6=NC(=CS6)C(=O)NCCC[S+](C)C)O. Drug 2: CCC1(C2=C(COC1=O)C(=O)N3CC4=CC5=C(C=CC(=C5CN(C)C)O)N=C4C3=C2)O.Cl. Cell line: IGROV1. Synergy scores: CSS=39.5, Synergy_ZIP=-5.72, Synergy_Bliss=-2.14, Synergy_Loewe=1.83, Synergy_HSA=3.45.